This data is from Catalyst prediction with 721,799 reactions and 888 catalyst types from USPTO. The task is: Predict which catalyst facilitates the given reaction. (1) Reactant: C([O:4][CH2:5][CH2:6][C:7]1[C:8]([NH:22][C:23]2[CH:27]=[C:26]([CH:28]3[CH2:30][CH2:29]3)[NH:25][N:24]=2)=[N:9][C:10]([C:13]2[S:14][C:15]([S:18](=[O:21])(=[O:20])[NH2:19])=[CH:16][CH:17]=2)=[N:11][CH:12]=1)(=O)C.[OH-].[Na+].O. Product: [CH:28]1([C:26]2[NH:25][N:24]=[C:23]([NH:22][C:8]3[C:7]([CH2:6][CH2:5][OH:4])=[CH:12][N:11]=[C:10]([C:13]4[S:14][C:15]([S:18]([NH2:19])(=[O:21])=[O:20])=[CH:16][CH:17]=4)[N:9]=3)[CH:27]=2)[CH2:30][CH2:29]1. The catalyst class is: 5. (2) Reactant: [F:1][C:2]1[CH:3]=[C:4]([CH:6]=[C:7]([F:9])[CH:8]=1)[NH2:5].[Li]CCCC.Cl[Si](C)(C)C.[S:20]1[CH2:25][CH2:24][C:23](=[O:26])[CH2:22][CH2:21]1.Cl. Product: [NH2:5][C:4]1[CH:3]=[C:2]([F:1])[C:8]([C:23]2([OH:26])[CH2:24][CH2:25][S:20][CH2:21][CH2:22]2)=[C:7]([F:9])[CH:6]=1. The catalyst class is: 1. (3) Reactant: [S-:1][C:2]#[N:3].[K+].[NH2:5][C:6]1[CH:15]=[C:14]2[C:9]([CH2:10][CH2:11][NH:12][C:13]2=[O:16])=[CH:8][CH:7]=1.BrBr.C(OCC)(=O)C. Product: [NH2:3][C:2]1[S:1][C:15]2[C:14]3[C:13](=[O:16])[NH:12][CH2:11][CH2:10][C:9]=3[CH:8]=[CH:7][C:6]=2[N:5]=1. The catalyst class is: 15.